From a dataset of Reaction yield outcomes from USPTO patents with 853,638 reactions. Predict the reaction yield, written as a fraction of the theoretical maximum amount of product (1.0 means a 100% yield; for example, 0.34 means a 34% yield). (1) The reactants are [O:1]([CH2:8][CH2:9][S:10][CH2:11][C:12]1[CH:17]=[CH:16][C:15]([C:18]2[CH:23]=[CH:22][CH:21]=[C:20](C(O)=O)[CH:19]=2)=[CH:14][CH:13]=1)[C:2]1[CH:7]=[CH:6][CH:5]=[CH:4][CH:3]=1.[C:27]([N:34]1[CH:38]=[CH:37][N:36]=[CH:35]1)(N1C=CN=C1)=[O:28].[CH3:39]NCCNC. No catalyst specified. The product is [CH3:39][N:36]([CH3:35])[CH2:37][CH2:38][NH:34][C:27]([C:22]1[CH:23]=[C:18]([C:15]2[CH:16]=[CH:17][C:12]([CH2:11][S:10][CH2:9][CH2:8][O:1][C:2]3[CH:7]=[CH:6][CH:5]=[CH:4][CH:3]=3)=[CH:13][CH:14]=2)[CH:19]=[CH:20][CH:21]=1)=[O:28]. The yield is 0.940. (2) The reactants are C[O:2][C:3]([C:5]1[S:6][C:7]([C:30]2[CH2:35][CH2:34][C:33]([CH3:37])([CH3:36])[CH2:32][CH:31]=2)=[CH:8][C:9]=1[N:10]([C@H:20]1[CH2:25][CH2:24][C@H:23]([O:26][CH2:27][O:28][CH3:29])[CH2:22][CH2:21]1)[C:11]([C@H:13]1[CH2:18][CH2:17][C@H:16]([CH3:19])[CH2:15][CH2:14]1)=[O:12])=[O:4].O.O[Li].O.Cl. The catalyst is C1COCC1.C(Cl)Cl.CO. The product is [CH3:37][C:33]1([CH3:36])[CH2:34][CH2:35][C:30]([C:7]2[S:6][C:5]([C:3]([OH:4])=[O:2])=[C:9]([N:10]([C@H:20]3[CH2:25][CH2:24][C@H:23]([O:26][CH2:27][O:28][CH3:29])[CH2:22][CH2:21]3)[C:11]([C@H:13]3[CH2:14][CH2:15][C@H:16]([CH3:19])[CH2:17][CH2:18]3)=[O:12])[CH:8]=2)=[CH:31][CH2:32]1. The yield is 0.950. (3) The reactants are Br[C:2]1[C:3]([CH3:28])=[C:4]([C:15]([NH:18][S:19]([C:22]2[CH:23]=[N:24][CH:25]=[CH:26][CH:27]=2)(=[O:21])=[O:20])=[CH:16][CH:17]=1)[C:5]([O:7][CH2:8][C:9]1[CH:14]=[CH:13][CH:12]=[CH:11][CH:10]=1)=[O:6].[O-]P([O-])([O-])=O.[K+].[K+].[K+].[CH2:37](B(O)O)[CH2:38][CH2:39][CH3:40]. The catalyst is C1(C)C=CC=CC=1.O. The product is [CH2:37]([C:2]1[C:3]([CH3:28])=[C:4]([C:15]([NH:18][S:19]([C:22]2[CH:23]=[N:24][CH:25]=[CH:26][CH:27]=2)(=[O:20])=[O:21])=[CH:16][CH:17]=1)[C:5]([O:7][CH2:8][C:9]1[CH:10]=[CH:11][CH:12]=[CH:13][CH:14]=1)=[O:6])[CH2:38][CH2:39][CH3:40]. The yield is 0.397. (4) The reactants are [Cl:1][C:2]1[C:3]([OH:13])=[CH:4][C:5]([O:11][CH3:12])=[C:6]([CH:10]=1)[C:7]([OH:9])=[O:8].[CH3:14]O. The product is [Cl:1][C:2]1[C:3]([OH:13])=[CH:4][C:5]([O:11][CH3:12])=[C:6]([CH:10]=1)[C:7]([O:9][CH3:14])=[O:8]. The yield is 0.750. The catalyst is C(Cl)(=O)C. (5) The reactants are Cl[C:2]1[N:3]=[CH:4][C:5]2[C:10]([CH:11]=1)=[CH:9][CH:8]=[C:7]([C:12]1[CH:17]=[C:16]([F:18])[CH:15]=[CH:14][C:13]=1[CH3:19])[CH:6]=2.Cl.[CH3:21][CH:22]([NH2:27])[C:23]([F:26])([F:25])[F:24].C(=O)([O-])[O-].[Cs+].[Cs+].O1CCOCC1.CC(C)([O-])C.[Na+]. No catalyst specified. The product is [F:18][C:16]1[CH:15]=[CH:14][C:13]([CH3:19])=[C:12]([C:7]2[CH:6]=[C:5]3[C:10]([CH:11]=[C:2]([NH:27][CH:22]([CH3:21])[C:23]([F:26])([F:25])[F:24])[N:3]=[CH:4]3)=[CH:9][CH:8]=2)[CH:17]=1. The yield is 0.370. (6) The reactants are [F:1][C:2]1[CH:10]=[C:9]([F:11])[CH:8]=[CH:7][C:3]=1[C:4]([NH2:6])=O.COC1C=CC(P2(SP(C3C=CC(OC)=CC=3)(=S)S2)=[S:21])=CC=1. No catalyst specified. The product is [F:1][C:2]1[CH:10]=[C:9]([F:11])[CH:8]=[CH:7][C:3]=1[C:4]([NH2:6])=[S:21]. The yield is 1.00.